This data is from Forward reaction prediction with 1.9M reactions from USPTO patents (1976-2016). The task is: Predict the product of the given reaction. Given the reactants [CH3:1][N:2]([CH3:15])[S:3]([C:6]1[CH:7]=[C:8]([CH:12]=[CH:13][CH:14]=1)[C:9](Cl)=[O:10])(=[O:5])=[O:4].[F:16][C:17]1[CH:18]=[C:19]([C:24](=[O:35])[CH:25]=[C:26]2[NH:30][C:29]3[CH:31]=[CH:32][CH:33]=[CH:34][C:28]=3[NH:27]2)[CH:20]=[C:21]([F:23])[CH:22]=1.C(N(CC)CC)C.COCCOCCOC, predict the reaction product. The product is: [F:16][C:17]1[CH:18]=[C:19]([C:24](=[O:35])[C:25](=[C:26]2[NH:27][C:28]3[CH:34]=[CH:33][CH:32]=[CH:31][C:29]=3[NH:30]2)[C:9]([C:8]2[CH:7]=[C:6]([S:3]([N:2]([CH3:15])[CH3:1])(=[O:5])=[O:4])[CH:14]=[CH:13][CH:12]=2)=[O:10])[CH:20]=[C:21]([F:23])[CH:22]=1.